Dataset: Full USPTO retrosynthesis dataset with 1.9M reactions from patents (1976-2016). Task: Predict the reactants needed to synthesize the given product. (1) Given the product [OH:4][CH2:5][C@@H:6]([O:9][C:10]1[CH:11]=[C:12]([O:25][C:26]2[N:27]=[CH:28][C:29]([C:32]([OH:34])=[O:33])=[N:30][CH:31]=2)[CH:13]=[C:14]([C:16]([NH:18][C:19]2[CH:23]=[CH:22][N:21]([CH3:24])[N:20]=2)=[O:17])[CH:15]=1)[CH2:7][CH3:8], predict the reactants needed to synthesize it. The reactants are: O.[OH-].[Li+].[OH:4][CH2:5][C@@H:6]([O:9][C:10]1[CH:11]=[C:12]([O:25][C:26]2[N:27]=[CH:28][C:29]([C:32]([O:34]C)=[O:33])=[N:30][CH:31]=2)[CH:13]=[C:14]([C:16]([NH:18][C:19]2[CH:23]=[CH:22][N:21]([CH3:24])[N:20]=2)=[O:17])[CH:15]=1)[CH2:7][CH3:8]. (2) Given the product [F:1][C:2]1[CH:10]=[CH:9][C:8]([I:11])=[CH:7][C:3]=1[C:4](=[O:6])[CH2:14][C:13]([O:19][CH2:20][CH3:21])=[O:18], predict the reactants needed to synthesize it. The reactants are: [F:1][C:2]1[CH:10]=[CH:9][C:8]([I:11])=[CH:7][C:3]=1[C:4]([OH:6])=O.[K+].[C:13]([O:19][CH2:20][CH3:21])(=[O:18])[CH2:14]C([O-])=O.Cl[Si](C)(C)C.C1CCN2C(=NCCC2)CC1. (3) Given the product [S:13]1[C:9]2=[CH:10][N:11]=[CH:12][CH:7]=[C:8]2[CH:15]=[CH:14]1, predict the reactants needed to synthesize it. The reactants are: BrC1C=CC(O[C:7]2[CH:12]=[N:11][CH:10]=[C:9]3[S:13][C:14](C4NN=NN=4)=[CH:15][C:8]=23)=CC=1.N1CCOCC1.CC(C)([O-])C.[Na+].C1(P(C2C=CC=CC=2)C2C=CC3C(=CC=CC=3)C=2C2C3C(=CC=CC=3)C=CC=2P(C2C=CC=CC=2)C2C=CC=CC=2)C=CC=CC=1. (4) Given the product [Br:23][C:24]1[CH:29]=[C:28]([CH2:30][C:32]2[CH:33]=[CH:34][C:35]([CH3:38])=[CH:36][CH:37]=2)[C:27]([Cl:39])=[CH:26][C:25]=1[O:40][C:41](=[CH2:42])[CH3:2], predict the reactants needed to synthesize it. The reactants are: Br[C:2]1C(OCC=C)=CC(Cl)=C(C(C2C=CC(OC)=CC=2)O)C=1.[Br:23][C:24]1[C:25]([O:40][CH2:41][CH:42]=C)=[CH:26][C:27]([Cl:39])=[C:28]([CH:30]([C:32]2[CH:37]=[CH:36][C:35]([CH3:38])=[CH:34][CH:33]=2)O)[CH:29]=1. (5) Given the product [Br:1][C:2]1[CH:8]=[CH:7][C:5]([NH:6][C:20](=[O:21])[O:22][C:23]([CH3:26])([CH3:25])[CH3:24])=[C:4]([F:9])[CH:3]=1, predict the reactants needed to synthesize it. The reactants are: [Br:1][C:2]1[CH:8]=[CH:7][C:5]([NH2:6])=[C:4]([F:9])[CH:3]=1.C[Si]([N-][Si](C)(C)C)(C)C.[Na+].[C:20](O[C:20]([O:22][C:23]([CH3:26])([CH3:25])[CH3:24])=[O:21])([O:22][C:23]([CH3:26])([CH3:25])[CH3:24])=[O:21].C([O-])(O)=O.[Na+]. (6) Given the product [C:1]1([CH:7]2[CH2:11][O:10][B:9]([C:27]3[CH:32]=[CH:31][C:30]4[O:33][CH2:34][O:35][C:29]=4[CH:28]=3)[O:8]2)[CH:2]=[CH:3][CH:4]=[CH:5][CH:6]=1, predict the reactants needed to synthesize it. The reactants are: [C:1]1([CH:7]2[CH2:11][O:10][BH:9][O:8]2)[CH:6]=[CH:5][CH:4]=[CH:3][CH:2]=1.C1(C(O)CO)C=CC=CC=1.CSC.B.I[C:27]1[CH:32]=[CH:31][C:30]2[O:33][CH2:34][O:35][C:29]=2[CH:28]=1. (7) Given the product [O:1]1[C:6]2=[CH:7][CH:8]=[CH:9][C:5]2=[CH:4][CH:3]=[C:2]1[C:10]1[CH:15]=[CH:14][CH:13]=[CH:12][C:11]=1[CH2:16][CH2:17][S:18]([NH:21][C:22]1[CH:27]=[CH:26][CH:25]=[CH:24][C:23]=1[S:28]([NH2:31])(=[O:30])=[O:29])(=[O:20])=[O:19], predict the reactants needed to synthesize it. The reactants are: [O:1]1[C:6]2=[CH:7][CH:8]=[CH:9][C:5]2=[CH:4][CH:3]=[C:2]1[C:10]1[CH:15]=[CH:14][CH:13]=[CH:12][C:11]=1/[CH:16]=[CH:17]/[S:18]([NH:21][C:22]1[CH:27]=[CH:26][CH:25]=[CH:24][C:23]=1[S:28]([NH2:31])(=[O:30])=[O:29])(=[O:20])=[O:19].[H][H].